This data is from Reaction yield outcomes from USPTO patents with 853,638 reactions. The task is: Predict the reaction yield, written as a fraction of the theoretical maximum amount of product (1.0 means a 100% yield; for example, 0.34 means a 34% yield). The reactants are [CH:1]1([CH2:6][C@H:7]([C:11]2[CH:16]=[CH:15][C:14]([Cl:17])=[C:13]([Cl:18])[CH:12]=2)[C:8]([OH:10])=O)[CH2:5][CH2:4][CH2:3][CH2:2]1.C(Cl)(=O)C(Cl)=O.C(N(CC)C(C)C)(C)C.[F:34][C:35]([F:44])([F:43])[C:36]1[CH:37]=[CH:38][C:39]([NH2:42])=[N:40][CH:41]=1. The catalyst is C(Cl)Cl.CN(C)C=O.O1CCCC1.O. The product is [CH:1]1([CH2:6][C@H:7]([C:11]2[CH:16]=[CH:15][C:14]([Cl:17])=[C:13]([Cl:18])[CH:12]=2)[C:8]([NH:42][C:39]2[CH:38]=[CH:37][C:36]([C:35]([F:43])([F:34])[F:44])=[CH:41][N:40]=2)=[O:10])[CH2:2][CH2:3][CH2:4][CH2:5]1. The yield is 0.260.